Dataset: Catalyst prediction with 721,799 reactions and 888 catalyst types from USPTO. Task: Predict which catalyst facilitates the given reaction. (1) Reactant: [O:1]=[C:2]1[CH2:6][CH2:5][CH2:4][CH:3]1[C:7]([O:9][CH2:10][CH3:11])=[O:8].[Br:12]Br. Product: [Br:12][CH:6]1[CH2:5][CH2:4][CH:3]([C:7]([O:9][CH2:10][CH3:11])=[O:8])[C:2]1=[O:1]. The catalyst class is: 22. (2) The catalyst class is: 310. Product: [OH:1][C@:2]12[CH2:26][C@@H:25]([OH:27])[CH2:24][CH2:23][C@:22]1([CH3:28])[C@@H:21]1[C@H:5]([C@H:6]3[C@:18]([CH3:29])([CH2:19][CH2:20]1)[C@@H:9]([C@H:10]([CH3:17])[CH2:11][CH2:12][CH2:13][CH:14]([CH3:16])[CH3:15])[CH2:8][CH2:7]3)[CH2:4][C@H:3]2[NH:30][CH2:31][CH2:32][CH2:33][CH2:34][NH2:35]. Reactant: [O:1]1[C@H:3]2[CH2:4][C@@H:5]3[C@@H:21]([C@@:22]4([CH3:28])[CH2:23][CH2:24][C@H:25]([OH:27])[CH2:26][C:2]124)[CH2:20][CH2:19][C@@:18]1([CH3:29])[C@H:6]3[CH2:7][CH2:8][C@@H:9]1[C@H:10]([CH3:17])[CH2:11][CH2:12][CH2:13][CH:14]([CH3:16])[CH3:15].[NH2:30][CH2:31][CH2:32][CH2:33][CH2:34][NH2:35].C(O)CCC. (3) Reactant: C[O:2][C:3]([C:5]1[CH:10]=[N:9][C:8]([Br:11])=[C:7]([C:12]2[CH:17]=[CH:16][CH:15]=[C:14]([Cl:18])[CH:13]=2)[N:6]=1)=[O:4].[OH-].[Li+].C(O)(=O)CC(CC(O)=O)(C(O)=O)O. Product: [Br:11][C:8]1[N:9]=[CH:10][C:5]([C:3]([OH:4])=[O:2])=[N:6][C:7]=1[C:12]1[CH:17]=[CH:16][CH:15]=[C:14]([Cl:18])[CH:13]=1. The catalyst class is: 20. (4) Product: [CH3:41][O:40][C:38]1[CH:39]=[C:34]([NH:33][C:31](=[O:32])[CH2:30][C:26]2[CH:27]=[CH:28][CH:29]=[C:24]([NH:23][C:1]([C:4]3[C:5]([C:15]4[C:20]([F:21])=[CH:19][CH:18]=[CH:17][C:16]=4[Cl:22])=[N:6][O:7][C:8]=3[C:9]3[CH:10]=[CH:11][CH:12]=[CH:13][CH:14]=3)=[O:3])[CH:25]=2)[CH:35]=[C:36]([O:44][CH3:45])[C:37]=1[O:42][CH3:43]. Reactant: [C:1]([C:4]1[C:5]([C:15]2[C:20]([F:21])=[CH:19][CH:18]=[CH:17][C:16]=2[Cl:22])=[N:6][O:7][C:8]=1[C:9]1[CH:14]=[CH:13][CH:12]=[CH:11][CH:10]=1)([OH:3])=O.[NH2:23][C:24]1[CH:25]=[C:26]([CH2:30][C:31]([NH:33][C:34]2[CH:39]=[C:38]([O:40][CH3:41])[C:37]([O:42][CH3:43])=[C:36]([O:44][CH3:45])[CH:35]=2)=[O:32])[CH:27]=[CH:28][CH:29]=1.CCN=C=NCCCN(C)C. The catalyst class is: 154. (5) Reactant: Cl[C:2]1[C:7]([N+:8]([O-:10])=[O:9])=[CH:6][C:5]([N+:11]([O-:13])=[O:12])=[CH:4][N:3]=1.Cl.[NH2:15][CH2:16][CH2:17][CH2:18][C:19]([O:21][C:22]([CH3:25])([CH3:24])[CH3:23])=[O:20].C(N(CC)CC)C. Product: [N+:8]([C:7]1[C:2]([NH:15][CH2:16][CH2:17][CH2:18][C:19]([O:21][C:22]([CH3:25])([CH3:24])[CH3:23])=[O:20])=[N:3][CH:4]=[C:5]([N+:11]([O-:13])=[O:12])[CH:6]=1)([O-:10])=[O:9]. The catalyst class is: 12. (6) Reactant: C([O:8][C:9]1[CH:10]=[CH:11][C:12]2[S:16][C:15]([CH:17]([C:33]3[CH:38]=[CH:37][CH:36]=[CH:35][CH:34]=3)[NH:18][S:19]([C:22]3[CH:32]=[CH:31][C:25]4[O:26][CH2:27][CH2:28][CH2:29][O:30][C:24]=4[CH:23]=3)(=[O:21])=[O:20])=[CH:14][C:13]=2[CH:39]=1)C1C=CC=CC=1.ClCCl.CC1C=C2N=C3C(=NC(NC3=O)=O)N(C[C@H](O)[C@H](O)[C@H](O)CO)C2=CC=1C. Product: [OH:8][C:9]1[CH:10]=[CH:11][C:12]2[S:16][C:15]([CH:17]([C:33]3[CH:34]=[CH:35][CH:36]=[CH:37][CH:38]=3)[NH:18][S:19]([C:22]3[CH:32]=[CH:31][C:25]4[O:26][CH2:27][CH2:28][CH2:29][O:30][C:24]=4[CH:23]=3)(=[O:21])=[O:20])=[CH:14][C:13]=2[CH:39]=1. The catalyst class is: 63. (7) Reactant: [C:1]([O:5][C:6]([NH:8][CH2:9][CH2:10][CH2:11][CH2:12][CH2:13][CH2:14][O:15][C:16]1[CH:47]=[CH:46][C:19]([CH2:20][NH:21][C:22]2[N:27]=[C:26]([O:28][CH2:29][C:30]([F:33])([F:32])[F:31])[N:25]=[C:24]([NH:34][C:35]3[CH:45]=[CH:44][C:38]([C:39]([O:41]CC)=[O:40])=[CH:37][CH:36]=3)[N:23]=2)=[CH:18][CH:17]=1)=[O:7])([CH3:4])([CH3:3])[CH3:2].C([O-])([O-])=O.[K+].[K+].O.Cl. Product: [C:1]([O:5][C:6]([NH:8][CH2:9][CH2:10][CH2:11][CH2:12][CH2:13][CH2:14][O:15][C:16]1[CH:47]=[CH:46][C:19]([CH2:20][NH:21][C:22]2[N:27]=[C:26]([O:28][CH2:29][C:30]([F:33])([F:32])[F:31])[N:25]=[C:24]([NH:34][C:35]3[CH:45]=[CH:44][C:38]([C:39]([OH:41])=[O:40])=[CH:37][CH:36]=3)[N:23]=2)=[CH:18][CH:17]=1)=[O:7])([CH3:4])([CH3:2])[CH3:3]. The catalyst class is: 21. (8) Reactant: [Li+].CC([N-]C(C)C)C.[C:9](#[N:11])[CH3:10].[CH3:12][C:13]([O:16][C:17]([NH:19][C:20]1[CH:21]=[C:22]([CH2:26][CH2:27][C:28](OC)=O)[CH:23]=[CH:24][CH:25]=1)=[O:18])([CH3:15])[CH3:14].O.[NH2:33][NH2:34]. Product: [NH2:11][C:9]1[CH:10]=[C:28]([CH2:27][CH2:26][C:22]2[CH:21]=[C:20]([NH:19][C:17](=[O:18])[O:16][C:13]([CH3:15])([CH3:14])[CH3:12])[CH:25]=[CH:24][CH:23]=2)[NH:33][N:34]=1. The catalyst class is: 1.